Task: Predict the reaction yield, written as a fraction of the theoretical maximum amount of product (1.0 means a 100% yield; for example, 0.34 means a 34% yield).. Dataset: Reaction yield outcomes from USPTO patents with 853,638 reactions The reactants are [CH2:1]([O:3][C:4]([C:6]1[S:7][C:8]([S:20][CH3:21])=[C:9]([C:18]#[N:19])[C:10]=1[C:11]1[CH:16]=[CH:15][C:14](I)=[CH:13][CH:12]=1)=[O:5])[CH3:2].[CH2:22]([Sn](CCCC)(CCCC)C=C)[CH2:23]CC.[Li+].[Cl-]. The catalyst is C1COCC1.C1C=CC([P]([Pd]([P](C2C=CC=CC=2)(C2C=CC=CC=2)C2C=CC=CC=2)([P](C2C=CC=CC=2)(C2C=CC=CC=2)C2C=CC=CC=2)[P](C2C=CC=CC=2)(C2C=CC=CC=2)C2C=CC=CC=2)(C2C=CC=CC=2)C2C=CC=CC=2)=CC=1. The product is [CH2:1]([O:3][C:4]([C:6]1[S:7][C:8]([S:20][CH3:21])=[C:9]([C:18]#[N:19])[C:10]=1[C:11]1[CH:16]=[CH:15][C:14]([CH:22]=[CH2:23])=[CH:13][CH:12]=1)=[O:5])[CH3:2]. The yield is 0.380.